Dataset: Catalyst prediction with 721,799 reactions and 888 catalyst types from USPTO. Task: Predict which catalyst facilitates the given reaction. Reactant: [F:1][CH:2]([F:14])[O:3][C:4]1[CH:5]=[C:6]([CH:11]=[CH:12][N:13]=1)[C:7](OC)=[O:8].CC(C[AlH]CC(C)C)C.[OH-].[Na+].C([O-])(O)=O.[Na+]. Product: [F:14][CH:2]([F:1])[O:3][C:4]1[CH:5]=[C:6]([CH2:7][OH:8])[CH:11]=[CH:12][N:13]=1. The catalyst class is: 93.